Task: Predict the reaction yield, written as a fraction of the theoretical maximum amount of product (1.0 means a 100% yield; for example, 0.34 means a 34% yield).. Dataset: Reaction yield outcomes from USPTO patents with 853,638 reactions (1) The reactants are [Cl:1][C:2]1[CH:3]=[C:4]([NH2:20])[CH:5]=[C:6]([Cl:19])[C:7]=1[S:8][C:9]1[CH:18]=[CH:17][C:16]2[C:11](=[CH:12][CH:13]=[CH:14][CH:15]=2)[CH:10]=1.N1C=CC=CC=1.[Cl:27][C:28]1[CH:33]=[C:32]([Cl:34])[CH:31]=[CH:30][C:29]=1[S:35](Cl)(=[O:37])=[O:36].Cl. The catalyst is C1COCC1. The product is [Cl:27][C:28]1[CH:33]=[C:32]([Cl:34])[CH:31]=[CH:30][C:29]=1[S:35]([NH:20][C:4]1[CH:3]=[C:2]([Cl:1])[C:7]([S:8][C:9]2[CH:18]=[CH:17][C:16]3[C:11](=[CH:12][CH:13]=[CH:14][CH:15]=3)[CH:10]=2)=[C:6]([Cl:19])[CH:5]=1)(=[O:37])=[O:36]. The yield is 0.490. (2) The reactants are [N+:1]([C:4]1[CH:5]=[C:6]([C:14]2[CH:19]=[CH:18][CH:17]=[CH:16][CH:15]=2)[CH:7]=[CH:8][C:9]=1[CH2:10][C:11](O)=[O:12])([O-])=O. The catalyst is C(O)(=O)C.[Fe]. The product is [C:14]1([C:6]2[CH:5]=[C:4]3[C:9]([CH2:10][C:11](=[O:12])[NH:1]3)=[CH:8][CH:7]=2)[CH:19]=[CH:18][CH:17]=[CH:16][CH:15]=1. The yield is 0.930. (3) The reactants are [CH3:1][C:2]1[N:3]=[C:4]([NH2:7])[S:5][CH:6]=1.Cl[C:9]1[CH:14]=[C:13]([S:15][C:16]2[C:21]([CH3:22])=[CH:20][CH:19]=[CH:18][C:17]=2[CH3:23])[CH:12]=[CH:11][N:10]=1.P([O-])([O-])([O-])=O.[K+].[K+].[K+].C1(P(C2C=CC=CC=2)C2C3OC4C(=CC=CC=4P(C4C=CC=CC=4)C4C=CC=CC=4)C(C)(C)C=3C=CC=2)C=CC=CC=1. The catalyst is C1C=CC(/C=C/C(/C=C/C2C=CC=CC=2)=O)=CC=1.C1C=CC(/C=C/C(/C=C/C2C=CC=CC=2)=O)=CC=1.C1C=CC(/C=C/C(/C=C/C2C=CC=CC=2)=O)=CC=1.[Pd].[Pd]. The product is [CH3:22][C:21]1[CH:20]=[CH:19][CH:18]=[C:17]([CH3:23])[C:16]=1[S:15][C:13]1[CH:12]=[CH:11][N:10]=[C:9]([NH:7][C:4]2[S:5][CH:6]=[C:2]([CH3:1])[N:3]=2)[CH:14]=1. The yield is 0.480. (4) The reactants are COC1C=C(OC)C=CC=1C[N:6]([C:36]1[CH:41]=[CH:40][N:39]=[CH:38][N:37]=1)[S:7]([C:10]1[CH:15]=[C:14]([CH3:16])[C:13]([O:17][C@H:18]2[CH2:23][CH2:22][CH2:21][CH2:20][C@@H:19]2[C:24]2[CH:25]=[N:26][N:27](C3CCCCO3)[CH:28]=2)=[CH:12][C:11]=1[F:35])(=[O:9])=[O:8].C([SiH](CC)CC)C.FC(F)(F)C(O)=O.ClCCl. The catalyst is CO. The product is [F:35][C:11]1[CH:12]=[C:13]([O:17][C@H:18]2[CH2:23][CH2:22][CH2:21][CH2:20][C@@H:19]2[C:24]2[CH:25]=[N:26][NH:27][CH:28]=2)[C:14]([CH3:16])=[CH:15][C:10]=1[S:7]([NH:6][C:36]1[CH:41]=[CH:40][N:39]=[CH:38][N:37]=1)(=[O:8])=[O:9]. The yield is 0.720. (5) The reactants are [CH:1]1([CH2:4][NH:5][C:6](=[O:35])[C:7]2[CH:12]=[CH:11][C:10]([CH3:13])=[C:9]([C:14]3[C:15]4[CH:25]=[CH:24][C:23](=[O:26])[N:22]([C:27]5[C:32]([F:33])=[CH:31][CH:30]=[CH:29][C:28]=5[F:34])[C:16]=4[N:17]=[C:18](SC)[N:19]=3)[CH:8]=2)[CH2:3][CH2:2]1.[BH4-].[Na+]. The yield is 0.0820. The product is [CH:1]1([CH2:4][NH:5][C:6](=[O:35])[C:7]2[CH:12]=[CH:11][C:10]([CH3:13])=[C:9]([C:14]3[C:15]4[CH:25]=[CH:24][C:23](=[O:26])[N:22]([C:27]5[C:28]([F:34])=[CH:29][CH:30]=[CH:31][C:32]=5[F:33])[C:16]=4[N:17]=[CH:18][N:19]=3)[CH:8]=2)[CH2:3][CH2:2]1. The catalyst is CO.O.O.O.O.O.O.[Ni](Cl)Cl. (6) The reactants are Br[C:2]1[CH:18]=[CH:17][C:5]([C:6]([NH:8][C:9]2[CH:14]=[CH:13][N:12]=[C:11]([O:15][CH3:16])[CH:10]=2)=[O:7])=[C:4]([F:19])[CH:3]=1.[F:20][C:21]([F:27])([F:26])[C:22]([F:25])([F:24])I. The catalyst is CS(C)=O.O.[Cu]. The product is [F:19][C:4]1[CH:3]=[C:2]([C:22]([F:25])([F:24])[C:21]([F:27])([F:26])[F:20])[CH:18]=[CH:17][C:5]=1[C:6]([NH:8][C:9]1[CH:14]=[CH:13][N:12]=[C:11]([O:15][CH3:16])[CH:10]=1)=[O:7]. The yield is 0.220. (7) The reactants are [C:1]1([C:7]2[CH:12]=[C:11]([CH2:13][CH2:14][S:15]([N:18]3[CH2:23][CH2:22][O:21][CH2:20][CH2:19]3)(=[O:17])=[O:16])[CH:10]=[CH:9][C:8]=2[NH2:24])[CH2:6][CH2:5][CH2:4][CH2:3][CH:2]=1.[K+].[C:26]([C:28]1[N:29]=[C:30]([C:41]([O-])=[O:42])[N:31]([CH2:33][O:34][CH2:35][CH2:36][Si:37]([CH3:40])([CH3:39])[CH3:38])[CH:32]=1)#[N:27].C1CN([P+](Br)(N2CCCC2)N2CCCC2)CC1.F[P-](F)(F)(F)(F)F.CCN(C(C)C)C(C)C. The catalyst is C(Cl)Cl. The product is [C:1]1([C:7]2[CH:12]=[C:11]([CH2:13][CH2:14][S:15]([N:18]3[CH2:23][CH2:22][O:21][CH2:20][CH2:19]3)(=[O:16])=[O:17])[CH:10]=[CH:9][C:8]=2[NH:24][C:41]([C:30]2[N:31]([CH2:33][O:34][CH2:35][CH2:36][Si:37]([CH3:40])([CH3:39])[CH3:38])[CH:32]=[C:28]([C:26]#[N:27])[N:29]=2)=[O:42])[CH2:6][CH2:5][CH2:4][CH2:3][CH:2]=1. The yield is 0.980. (8) The reactants are [CH2:1]([O:5][C:6]1[CH:7]=[C:8]([CH2:20][CH2:21][C:22]([O:24][CH3:25])=[O:23])[CH:9]=[CH:10][C:11]=1[C:12]1[CH:16]=[C:15](CNC)[S:14][CH:13]=1)[CH2:2][CH2:3][CH3:4].[CH3:26][N:27]([C:29]1[CH:34]=[CH:33][CH:32]=[CH:31]N=1)[CH3:28].[C:35](Cl)(=O)[CH2:36][CH2:37]CCCCC.C(=O)([O-])[OH:46].[Na+]. The catalyst is ClCCl.C(N(CC)CC)C. The product is [CH2:1]([O:5][C:6]1[CH:7]=[C:8]([CH2:20][CH2:21][C:22]([O:24][CH3:25])=[O:23])[CH:9]=[CH:10][C:11]=1[C:12]1[CH:16]=[C:15]([CH2:26][N:27]([CH3:28])[C:29](=[O:46])[CH2:34][CH2:33][CH2:32][CH2:31][CH2:35][CH2:36][CH3:37])[S:14][CH:13]=1)[CH2:2][CH2:3][CH3:4]. The yield is 0.810. (9) The reactants are [F:1][C:2]1[CH:3]=[C:4]([CH2:10][C:11]([OH:13])=[O:12])[CH:5]=[CH:6][C:7]=1[S:8][CH3:9].[CH3:14][Si]([N-][Si](C)(C)C)(C)C.[Li+].CI.C(OCC)(=O)C.CCCCCC. The catalyst is C1COCC1. The product is [F:1][C:2]1[CH:3]=[C:4]([CH:10]([CH3:14])[C:11]([OH:13])=[O:12])[CH:5]=[CH:6][C:7]=1[S:8][CH3:9]. The yield is 0.310. (10) The catalyst is O1CCCC1.Cl. The yield is 0.580. The product is [NH2:23][C:19]1[CH:18]=[C:17]([S:14]([NH:13][CH2:12][CH2:11][CH2:10][NH:9][C:3]2[C:2]([I:1])=[CH:7][N:6]=[C:5]([Cl:8])[N:4]=2)(=[O:15])=[O:16])[CH:22]=[CH:21][CH:20]=1. The reactants are [I:1][C:2]1[C:3]([NH:9][CH2:10][CH2:11][CH2:12][NH:13][S:14]([C:17]2[CH:22]=[CH:21][CH:20]=[C:19]([N+:23]([O-])=O)[CH:18]=2)(=[O:16])=[O:15])=[N:4][C:5]([Cl:8])=[N:6][CH:7]=1.[OH-].[Na+].